From a dataset of Full USPTO retrosynthesis dataset with 1.9M reactions from patents (1976-2016). Predict the reactants needed to synthesize the given product. (1) Given the product [C:20](=[O:21])([OH:22])[NH2:32].[NH:32]1[CH:36]=[CH:35][N:34]=[CH:33]1, predict the reactants needed to synthesize it. The reactants are: COC1C(OC)=CC(C(O)CCN(C)C(=O)CCCC[C:20]([O:22]C)=[O:21])=C([N+]([O-])=O)C=1.C([N:32]1[CH:36]=[CH:35][N:34]=[CH:33]1)([N:32]1[CH:36]=[CH:35][N:34]=[CH:33]1)=O. (2) Given the product [C:47]([C:51]1[CH:52]=[CH:53][C:54]([CH2:55][O:25][C:20]2[CH:21]=[CH:22][CH:23]=[CH:24][C:19]=2/[CH:18]=[CH:17]/[CH:6]([CH2:5][C:4]2[CH:26]=[C:27]([F:40])[C:28]([O:29][Si:30]([CH:37]([CH3:39])[CH3:38])([CH:34]([CH3:36])[CH3:35])[CH:31]([CH3:32])[CH3:33])=[C:2]([F:1])[CH:3]=2)[CH2:7][CH2:8][C:9]2[CH:10]=[CH:11][C:12]([C:13]#[N:14])=[CH:15][CH:16]=2)=[CH:57][CH:58]=1)([CH3:50])([CH3:48])[CH3:49], predict the reactants needed to synthesize it. The reactants are: [F:1][C:2]1[CH:3]=[C:4]([CH:26]=[C:27]([F:40])[C:28]=1[O:29][Si:30]([CH:37]([CH3:39])[CH3:38])([CH:34]([CH3:36])[CH3:35])[CH:31]([CH3:33])[CH3:32])[CH2:5][CH:6](/[CH:17]=[CH:18]/[C:19]1[CH:24]=[CH:23][CH:22]=[CH:21][C:20]=1[OH:25])[CH2:7][CH2:8][C:9]1[CH:16]=[CH:15][C:12]([C:13]#[N:14])=[CH:11][CH:10]=1.C(=O)([O-])[O-].[K+].[K+].[C:47]([C:51]1[CH:58]=[CH:57][C:54]([CH2:55]Br)=[CH:53][CH:52]=1)([CH3:50])([CH3:49])[CH3:48].